From a dataset of Reaction yield outcomes from USPTO patents with 853,638 reactions. Predict the reaction yield, written as a fraction of the theoretical maximum amount of product (1.0 means a 100% yield; for example, 0.34 means a 34% yield). (1) The catalyst is CO. The reactants are [Cl:1][C:2]1[C:3]([CH3:37])=[N:4][O:5][C:6]=1[N:7](COCCOC)[S:8]([C:11]1[C:19]2[C:14](=[N:15][CH:16]=[CH:17][CH:18]=2)[S:13][C:12]=1[CH2:20][C:21]1[C:30]2[C:25](=[CH:26][CH:27]=[CH:28][CH:29]=2)[CH:24]=[CH:23][CH:22]=1)(=[O:10])=[O:9].Cl. The yield is 0.610. The product is [Cl:1][C:2]1[C:3]([CH3:37])=[N:4][O:5][C:6]=1[NH:7][S:8]([C:11]1[C:19]2[C:14](=[N:15][CH:16]=[CH:17][CH:18]=2)[S:13][C:12]=1[CH2:20][C:21]1[C:30]2[C:25](=[CH:26][CH:27]=[CH:28][CH:29]=2)[CH:24]=[CH:23][CH:22]=1)(=[O:9])=[O:10]. (2) The reactants are [CH3:1][C:2]1[CH2:7][CH2:6][CH2:5][C:4]([CH3:9])([CH3:8])[C:3]=1[CH:10]=[O:11].[BH4-].[Na+].CC(C)=O.O. The catalyst is CO. The product is [CH3:1][C:2]1[CH2:7][CH2:6][CH2:5][C:4]([CH3:8])([CH3:9])[C:3]=1[CH2:10][OH:11]. The yield is 0.990. (3) The reactants are Br[CH:2]([C:14]1[CH:19]=[CH:18][CH:17]=[CH:16][CH:15]=1)[C:3]([O:5][C@H:6]([C:8]1[CH:13]=[CH:12][CH:11]=[CH:10][CH:9]=1)[CH3:7])=[O:4].C(N(CC)CC)C.[CH3:27][C:28]1([OH:34])[CH2:33][CH2:32][NH:31][CH2:30][CH2:29]1. The catalyst is C1COCC1.[I-].C([N+](CCCC)(CCCC)CCCC)CCC.C(OCC)(=O)C. The product is [OH:34][C:28]1([CH3:27])[CH2:33][CH2:32][N:31]([C@H:2]([C:14]2[CH:19]=[CH:18][CH:17]=[CH:16][CH:15]=2)[C:3]([O:5][C@H:6]([C:8]2[CH:13]=[CH:12][CH:11]=[CH:10][CH:9]=2)[CH3:7])=[O:4])[CH2:30][CH2:29]1. The yield is 0.600.